From a dataset of Ames mutagenicity test results for genotoxicity prediction. Regression/Classification. Given a drug SMILES string, predict its toxicity properties. Task type varies by dataset: regression for continuous values (e.g., LD50, hERG inhibition percentage) or binary classification for toxic/non-toxic outcomes (e.g., AMES mutagenicity, cardiotoxicity, hepatotoxicity). Dataset: ames. (1) The compound is CCOc1ccc2nc3cc(N)ccc3c(N)c2c1. The result is 1 (mutagenic). (2) The molecule is CC(=O)Nc1nc(NC(C)=O)nc(-c2ccc([N+](=O)[O-])o2)n1. The result is 1 (mutagenic). (3) The result is 1 (mutagenic). The compound is CC(C)(C)OO. (4) The molecule is OC[C@H](Br)CBr. The result is 1 (mutagenic). (5) The compound is Nc1ccc(CC(=O)O)cc1. The result is 1 (mutagenic).